Predict the reactants needed to synthesize the given product. From a dataset of Full USPTO retrosynthesis dataset with 1.9M reactions from patents (1976-2016). (1) Given the product [ClH:1].[ClH:1].[NH:3]1[C:7]2=[CH:8][N:9]=[CH:10][CH:11]=[C:6]2[CH:5]=[C:4]1[CH2:12][NH:13][C:14](=[O:21])[C:15]1[CH:20]=[CH:19][CH:18]=[N:17][CH:16]=1, predict the reactants needed to synthesize it. The reactants are: [ClH:1].Cl.[NH:3]1[C:7]2=[CH:8][N:9]=[CH:10][CH:11]=[C:6]2[CH:5]=[C:4]1[CH2:12][NH2:13].[C:14](O)(=[O:21])[C:15]1[CH:20]=[CH:19][CH:18]=[N:17][CH:16]=1.C(N(C(C)C)CC)(C)C.CCN=C=NCCCN(C)C.C1C=CC2N(O)N=NC=2C=1. (2) Given the product [N:1]1[CH:6]=[CH:5][CH:4]=[C:3]([CH:7]=[N:10][OH:11])[CH:2]=1, predict the reactants needed to synthesize it. The reactants are: [N:1]1[CH:6]=[CH:5][CH:4]=[C:3]([CH:7]=O)[CH:2]=1.Cl.[NH2:10][OH:11].[OH-].[Na+].